From a dataset of Reaction yield outcomes from USPTO patents with 853,638 reactions. Predict the reaction yield, written as a fraction of the theoretical maximum amount of product (1.0 means a 100% yield; for example, 0.34 means a 34% yield). (1) The catalyst is C(#N)C. The product is [CH3:1][O:2][C:3](=[O:20])[NH:4][C:5]1[S:6][C:7]2[C:13]([C:14]3[N:31]=[C:29]([NH:28][C:26]([O:25][C:21]([CH3:24])([CH3:23])[CH3:22])=[O:27])[NH:30][CH:15]=3)=[CH:12][CH:11]=[C:10]([O:18][CH3:19])[C:8]=2[N:9]=1. The yield is 0.170. The reactants are [CH3:1][O:2][C:3](=[O:20])[NH:4][C:5]1[S:6][C:7]2[C:13]([C:14](=O)[CH2:15]Br)=[CH:12][CH:11]=[C:10]([O:18][CH3:19])[C:8]=2[N:9]=1.[C:21]([O:25][C:26]([NH:28][C:29]([NH2:31])=[NH:30])=[O:27])([CH3:24])([CH3:23])[CH3:22]. (2) The reactants are [CH:1]([NH:4][C:5]1[C:10](/[CH:11]=[CH:12]/[C:13](OCC)=[O:14])=[C:9]([CH3:18])[N:8]=[C:7]([S:19][CH3:20])[N:6]=1)([CH3:3])[CH3:2]. The catalyst is C(O)(=O)C. The product is [CH:1]([N:4]1[C:5]2[N:6]=[C:7]([S:19][CH3:20])[N:8]=[C:9]([CH3:18])[C:10]=2[CH:11]=[CH:12][C:13]1=[O:14])([CH3:3])[CH3:2]. The yield is 0.570. (3) The reactants are [C:1]1([C:21]2[CH:26]=[CH:25][CH:24]=[CH:23][CH:22]=2)[CH:6]=[CH:5][CH:4]=[CH:3][C:2]=1[C:7](=[N:14]S(C(C)(C)C)=O)[CH2:8][CH2:9][CH2:10][CH2:11][O:12][CH3:13].[CH2:27]([Mg]Br)[CH:28]=[CH2:29].[C:32](Cl)(=[O:34])[CH3:33].C(N(CC)CC)C. The catalyst is C1COCC1.[Cl-].[Na+].O.ClCCl.C(OCC)(=O)C. The product is [C:1]1([C:21]2[CH:22]=[CH:23][CH:24]=[CH:25][CH:26]=2)[CH:6]=[CH:5][CH:4]=[CH:3][C:2]=1[C:7]([NH:14][C:32](=[O:34])[CH3:33])([CH2:8][CH2:9][CH2:10][CH2:11][O:12][CH3:13])[CH2:27][CH:28]=[CH2:29]. The yield is 0.320. (4) The catalyst is O1CCCC1.CO.O. The product is [CH2:1]([C:3]([NH:8][C:9]([NH2:11])=[S:10])([CH2:6][OH:7])[CH2:4][CH3:5])[CH3:2]. The reactants are [CH2:1]([C:3]([NH:8][C:9]([NH:11]C(=O)C1C=CC=CC=1)=[S:10])([CH2:6][OH:7])[CH2:4][CH3:5])[CH3:2].[Li+].[OH-]. The yield is 0.680. (5) The reactants are [CH:1]([Si:4]([CH:38]([CH3:40])[CH3:39])([CH:35]([CH3:37])[CH3:36])[O:5][CH2:6][CH2:7][CH:8]1[CH2:13][CH2:12][N:11]([C:14]2[N:18]3[CH:19]=[C:20]([O:23][C@H:24]4[C:33]5[C:28](=[CH:29][CH:30]=[CH:31][CH:32]=5)[C@@H:27]([NH2:34])[CH2:26][CH2:25]4)[CH:21]=[CH:22][C:17]3=[N:16][N:15]=2)[CH2:10][CH2:9]1)([CH3:3])[CH3:2].ClC(Cl)(Cl)C[O:44][C:45](=O)[NH:46][C:47]1[N:48]([C:56]2[CH:61]=[CH:60][C:59]([CH3:62])=[CH:58][CH:57]=2)[N:49]=[C:50]([C:52]([CH3:55])([CH3:54])[CH3:53])[CH:51]=1.CCN(C(C)C)C(C)C. The catalyst is O1CCOCC1. The product is [C:52]([C:50]1[CH:51]=[C:47]([NH:46][C:45]([NH:34][C@@H:27]2[C:28]3[C:33](=[CH:32][CH:31]=[CH:30][CH:29]=3)[C@H:24]([O:23][C:20]3[CH:21]=[CH:22][C:17]4[N:18]([C:14]([N:11]5[CH2:10][CH2:9][CH:8]([CH2:7][CH2:6][O:5][Si:4]([CH:35]([CH3:37])[CH3:36])([CH:1]([CH3:2])[CH3:3])[CH:38]([CH3:40])[CH3:39])[CH2:13][CH2:12]5)=[N:15][N:16]=4)[CH:19]=3)[CH2:25][CH2:26]2)=[O:44])[N:48]([C:56]2[CH:61]=[CH:60][C:59]([CH3:62])=[CH:58][CH:57]=2)[N:49]=1)([CH3:55])([CH3:53])[CH3:54]. The yield is 0.810. (6) The reactants are Br[C:2]1[CH:3]=[C:4]([CH:8]2[CH2:17][C:16]([CH3:19])([CH3:18])[C:15]3[C:10](=[CH:11][CH:12]=[C:13]([Cl:20])[CH:14]=3)[NH:9]2)[CH:5]=[CH:6][CH:7]=1.[NH2:21][C:22]1([C:25]([OH:27])=[O:26])[CH2:24][CH2:23]1.C(=O)([O-])[O-].[K+].[K+]. The catalyst is CS(C)=O.[Cu]I. The product is [Cl:20][C:13]1[CH:14]=[C:15]2[C:10](=[CH:11][CH:12]=1)[NH:9][CH:8]([C:4]1[CH:3]=[C:2]([NH:21][C:22]3([C:25]([OH:27])=[O:26])[CH2:24][CH2:23]3)[CH:7]=[CH:6][CH:5]=1)[CH2:17][C:16]2([CH3:19])[CH3:18]. The yield is 0.400.